This data is from Peptide-MHC class I binding affinity with 185,985 pairs from IEDB/IMGT. The task is: Regression. Given a peptide amino acid sequence and an MHC pseudo amino acid sequence, predict their binding affinity value. This is MHC class I binding data. (1) The peptide sequence is FKYDSTKPL. The MHC is HLA-A02:03 with pseudo-sequence HLA-A02:03. The binding affinity (normalized) is 0.0847. (2) The peptide sequence is LTTHCTKLR. The MHC is HLA-A03:01 with pseudo-sequence HLA-A03:01. The binding affinity (normalized) is 0. (3) The peptide sequence is TSSDTYACW. The MHC is HLA-A11:01 with pseudo-sequence HLA-A11:01. The binding affinity (normalized) is 0.0875. (4) The peptide sequence is AIFTYTGGY. The MHC is HLA-A31:01 with pseudo-sequence HLA-A31:01. The binding affinity (normalized) is 0.180. (5) The binding affinity (normalized) is 0.0847. The MHC is HLA-B58:01 with pseudo-sequence HLA-B58:01. The peptide sequence is ETKGKRRLL. (6) The peptide sequence is KRFNITVSK. The MHC is HLA-B39:01 with pseudo-sequence HLA-B39:01. The binding affinity (normalized) is 0.0847. (7) The peptide sequence is LMNELGVPFH. The MHC is HLA-A33:01 with pseudo-sequence HLA-A33:01. The binding affinity (normalized) is 0.0897. (8) The peptide sequence is NSDPNTPDK. The MHC is HLA-B15:17 with pseudo-sequence HLA-B15:17. The binding affinity (normalized) is 0.0847. (9) The peptide sequence is ASALTALNDM. The MHC is Mamu-A02 with pseudo-sequence Mamu-A02. The binding affinity (normalized) is 0.619. (10) The peptide sequence is FRDEAGAIL. The MHC is HLA-A69:01 with pseudo-sequence HLA-A69:01. The binding affinity (normalized) is 0.0847.